This data is from Forward reaction prediction with 1.9M reactions from USPTO patents (1976-2016). The task is: Predict the product of the given reaction. (1) Given the reactants [CH2:1]([C:3]1[N:12]=[C:11]2[C:6]([C:7](O)=[CH:8][CH:9]=[N:10]2)=[CH:5][CH:4]=1)[CH3:2].O=P(Cl)(Cl)[Cl:16], predict the reaction product. The product is: [Cl:16][C:7]1[CH:8]=[CH:9][N:10]=[C:11]2[C:6]=1[CH:5]=[CH:4][C:3]([CH2:1][CH3:2])=[N:12]2. (2) Given the reactants [Cl:1][C:2]1[CH:3]=[CH:4][C:5]([N+:11]([O-:13])=[O:12])=[C:6]([CH:10]=1)[C:7](O)=[O:8].[C:14](N1C=CN=C1)([N:16]1C=CN=[CH:17]1)=O.C(N(CC)CC)C.Cl.CNC, predict the reaction product. The product is: [Cl:1][C:2]1[CH:3]=[CH:4][C:5]([N+:11]([O-:13])=[O:12])=[C:6]([CH:10]=1)[C:7]([N:16]([CH3:17])[CH3:14])=[O:8]. (3) Given the reactants [NH2:1][C:2]1[CH:7]=[N:6][CH:5]=[CH:4][N:3]=1.[N+:8]([C:10]1[CH:19]=[CH:18][C:13]2[O:14][CH2:15][CH2:16][O:17][C:12]=2[CH:11]=1)#[C-:9].[F:20][C:21]1[CH:26]=[CH:25][C:24]([CH:27]=O)=[CH:23][N:22]=1.[Cl-].[In+3].[Cl-].[Cl-], predict the reaction product. The product is: [O:14]1[CH2:15][CH2:16][O:17][C:12]2[CH:11]=[C:10]([NH:8][C:9]3[N:3]4[CH:4]=[CH:5][N:6]=[CH:7][C:2]4=[N:1][C:27]=3[C:24]3[CH:23]=[N:22][C:21]([F:20])=[CH:26][CH:25]=3)[CH:19]=[CH:18][C:13]1=2. (4) The product is: [NH2:1][C:2]1[C:11]([CH:12]([CH3:14])[CH3:13])=[N:10][CH:9]=[CH:8][C:3]=1[C:4]([OH:6])=[O:5]. Given the reactants [NH2:1][C:2]1[C:11]([CH:12]([CH3:14])[CH3:13])=[N:10][CH:9]=[CH:8][C:3]=1[C:4]([O:6]C)=[O:5].O.[OH-].[Li+], predict the reaction product. (5) Given the reactants [CH3:1][N:2]1[CH2:7][CH2:6][N:5]([C:8]2[N:13]=[CH:12][N:11]=[C:10]([NH2:14])[CH:9]=2)[CH2:4][CH2:3]1.[H-].[Na+].Cl[C:18]1[S:19][C:20]([C:23]#[N:24])=[CH:21][N:22]=1, predict the reaction product. The product is: [CH3:1][N:2]1[CH2:7][CH2:6][N:5]([C:8]2[N:13]=[CH:12][N:11]=[C:10]([NH:14][C:18]3[S:19][C:20]([C:23]#[N:24])=[CH:21][N:22]=3)[CH:9]=2)[CH2:4][CH2:3]1. (6) Given the reactants [F:1][C:2]1[CH:3]=[C:4]([CH:7]=[C:8]([F:10])[CH:9]=1)[CH:5]=[O:6], predict the reaction product. The product is: [F:1][C:2]1[CH:3]=[C:4]([CH:5]([OH:6])[CH2:2][CH2:3][CH:4]([CH3:7])[CH3:5])[CH:7]=[C:8]([F:10])[CH:9]=1. (7) The product is: [NH2:1][C:4]1[CH:5]=[N:6][CH:7]=[CH:8][C:9]=1[C:10]1[O:15][C@H:14]([CH2:16][OH:17])[C@@H:13]([O:18][Si:19]([CH:26]([CH3:27])[CH3:28])([CH:20]([CH3:21])[CH3:22])[CH:23]([CH3:24])[CH3:25])[C@H:12]([O:29][Si:30]([CH:37]([CH3:39])[CH3:38])([CH:31]([CH3:33])[CH3:32])[CH:34]([CH3:36])[CH3:35])[CH:11]=1.[NH2:1][C:4]1[CH:5]=[N:6][CH:7]=[CH:8][C:9]=1[CH:10]1[O:15][C@H:14]([CH2:16][OH:17])[C@@H:13]([O:18][Si:19]([CH:26]([CH3:27])[CH3:28])([CH:20]([CH3:21])[CH3:22])[CH:23]([CH3:24])[CH3:25])[C@H:12]([O:29][Si:30]([CH:37]([CH3:39])[CH3:38])([CH:31]([CH3:33])[CH3:32])[CH:34]([CH3:36])[CH3:35])[CH2:11]1. Given the reactants [N+:1]([C:4]1[CH:5]=[N:6][CH:7]=[CH:8][C:9]=1[C:10]1[O:15][C@H:14]([CH2:16][OH:17])[C@@H:13]([O:18][Si:19]([CH:26]([CH3:28])[CH3:27])([CH:23]([CH3:25])[CH3:24])[CH:20]([CH3:22])[CH3:21])[C@H:12]([O:29][Si:30]([CH:37]([CH3:39])[CH3:38])([CH:34]([CH3:36])[CH3:35])[CH:31]([CH3:33])[CH3:32])[CH:11]=1)([O-])=O, predict the reaction product. (8) Given the reactants C[O-].[Na+].C([NH:12][C:13]([NH:15][C:16]1[CH:21]=[C:20]([OH:22])[CH:19]=[C:18]([C:23]([OH:25])=[O:24])[CH:17]=1)=[S:14])(=O)C1C=CC=CC=1, predict the reaction product. The product is: [OH:22][C:20]1[CH:19]=[C:18]([C:23]([OH:25])=[O:24])[CH:17]=[C:16]([NH:15][C:13]([NH2:12])=[S:14])[CH:21]=1. (9) Given the reactants C(OC([N:11]1[CH2:15][CH:14]2[CH:16]([OH:21])[C:17]([F:20])([F:19])[CH2:18][CH:13]2[CH2:12]1)=O)C1C=CC=CC=1.[H][H], predict the reaction product. The product is: [F:20][C:17]1([F:19])[CH2:18][CH:13]2[CH2:12][NH:11][CH2:15][CH:14]2[CH:16]1[OH:21].